This data is from Forward reaction prediction with 1.9M reactions from USPTO patents (1976-2016). The task is: Predict the product of the given reaction. (1) Given the reactants ClC(O[C:5]1[C:13]2[NH:12][C:11]([OH:14])=[N:10][C:9]=2[CH:8]=[CH:7][CH:6]=1)=O.[Cl:15][C:16]1[CH:17]=[C:18]([CH:20]=[CH:21][CH:22]=1)[NH2:19].C1C[O:26][CH2:25]C1, predict the reaction product. The product is: [Cl:15][C:16]1[CH:17]=[C:18]([NH:19][C:25]([N:10]2[C:9]3[CH:8]=[CH:7][CH:6]=[CH:5][C:13]=3[NH:12][C:11]2=[O:14])=[O:26])[CH:20]=[CH:21][CH:22]=1. (2) Given the reactants [NH2:1][C:2]1[C:10]([Cl:11])=[C:9]([O:12][CH3:13])[CH:8]=[CH:7][C:3]=1[C:4]([OH:6])=[O:5].[C:14]([O-])([O-])=O.[K+].[K+].CI.C(O)(=O)CC(CC(O)=O)(C(O)=O)O, predict the reaction product. The product is: [CH3:14][O:5][C:4](=[O:6])[C:3]1[CH:7]=[CH:8][C:9]([O:12][CH3:13])=[C:10]([Cl:11])[C:2]=1[NH2:1].